This data is from Full USPTO retrosynthesis dataset with 1.9M reactions from patents (1976-2016). The task is: Predict the reactants needed to synthesize the given product. (1) The reactants are: ClC(Cl)(O[C:5](=[O:11])OC(Cl)(Cl)Cl)Cl.[F:13][C:14]([F:24])([F:23])[C:15]1[CH:22]=[CH:21][C:18]([CH2:19][NH2:20])=[CH:17][CH:16]=1.C(N(CC)C(C)C)(C)C.[CH2:34]([C:37]1[CH:46]=[C:45]([NH2:47])[C:44]2[C:39](=[CH:40][CH:41]=[C:42]([NH2:48])[CH:43]=2)[N:38]=1)[CH2:35][CH3:36]. Given the product [NH2:47][C:45]1[C:44]2[C:39](=[CH:40][CH:41]=[C:42]([NH:48][C:5]([NH:20][CH2:19][C:18]3[CH:21]=[CH:22][C:15]([C:14]([F:23])([F:24])[F:13])=[CH:16][CH:17]=3)=[O:11])[CH:43]=2)[N:38]=[C:37]([CH2:34][CH2:35][CH3:36])[CH:46]=1, predict the reactants needed to synthesize it. (2) Given the product [CH2:1]([O:3][C:4]([C:6]1([C:9]2[CH:10]=[CH:11][C:12]([C:15]3[CH:20]=[CH:19][C:18]([C:21]4[O:25][N:24]=[C:23]([CH3:26])[C:22]=4[NH:27][C:29]4[CH:34]=[CH:33][N:32]=[C:31]([C:35]5[CH:40]=[CH:39][CH:38]=[C:37]([F:41])[CH:36]=5)[CH:30]=4)=[CH:17][CH:16]=3)=[CH:13][CH:14]=2)[CH2:8][CH2:7]1)=[O:5])[CH3:2], predict the reactants needed to synthesize it. The reactants are: [CH2:1]([O:3][C:4]([C:6]1([C:9]2[CH:14]=[CH:13][C:12]([C:15]3[CH:20]=[CH:19][C:18]([C:21]4[O:25][N:24]=[C:23]([CH3:26])[C:22]=4[NH2:27])=[CH:17][CH:16]=3)=[CH:11][CH:10]=2)[CH2:8][CH2:7]1)=[O:5])[CH3:2].Br[C:29]1[CH:34]=[CH:33][N:32]=[C:31]([C:35]2[CH:40]=[CH:39][CH:38]=[C:37]([F:41])[CH:36]=2)[CH:30]=1. (3) Given the product [C:1]([C:4]1[C:12]2[C:7](=[CH:8][CH:9]=[C:10]([C:13]3[CH:14]=[CH:15][C:16]([N:19]4[CH2:24][CH2:23][O:22][CH2:21][CH2:20]4)=[CH:17][CH:18]=3)[CH:11]=2)[N:6]([CH2:25][C:26]([OH:28])=[O:27])[N:5]=1)(=[O:3])[NH2:2], predict the reactants needed to synthesize it. The reactants are: [C:1]([C:4]1[C:12]2[C:7](=[CH:8][CH:9]=[C:10]([C:13]3[CH:18]=[CH:17][C:16]([N:19]4[CH2:24][CH2:23][O:22][CH2:21][CH2:20]4)=[CH:15][CH:14]=3)[CH:11]=2)[N:6]([CH2:25][C:26]([O:28]C(C)(C)C)=[O:27])[N:5]=1)(=[O:3])[NH2:2]. (4) The reactants are: C[O:2][C:3]([C:5]1[CH2:10][CH2:9][C:8](=[C:11]([CH3:13])[CH3:12])[CH2:7][CH:6]=1)=O.[H-].[Al+3].[Li+].[H-].[H-].[H-]. Given the product [C:11](=[C:8]1[CH2:9][CH2:10][C:5]([CH2:3][OH:2])=[CH:6][CH2:7]1)([CH3:13])[CH3:12], predict the reactants needed to synthesize it. (5) Given the product [NH2:9][C:7]1[CH:6]=[CH:5][C:4]([SH:12])=[C:3]([O:2][CH3:1])[CH:8]=1, predict the reactants needed to synthesize it. The reactants are: [CH3:1][O:2][C:3]1[CH:8]=[C:7]([N+:9]([O-])=O)[CH:6]=[CH:5][C:4]=1[SH:12].